From a dataset of Catalyst prediction with 721,799 reactions and 888 catalyst types from USPTO. Predict which catalyst facilitates the given reaction. Reactant: [C:1]([CH:4]([CH2:16][CH2:17][CH2:18][CH2:19][C:20]#[N:21])[CH2:5][C:6]1[CH:15]=[CH:14][C:9]([C:10]([O:12][CH3:13])=[O:11])=[CH:8][CH:7]=1)(O)=[O:2].C(=O)(O)[O-].[Na+]. Product: [C:20]([CH2:19][CH2:18][CH2:17][CH2:16][CH:4]([CH2:1][OH:2])[CH2:5][C:6]1[CH:15]=[CH:14][C:9]([C:10]([O:12][CH3:13])=[O:11])=[CH:8][CH:7]=1)#[N:21]. The catalyst class is: 1.